From a dataset of Forward reaction prediction with 1.9M reactions from USPTO patents (1976-2016). Predict the product of the given reaction. Given the reactants [CH3:1][CH2:2][C:3](=[O:7])[CH:4]=[CH:5][CH3:6].[CH:8]1[CH2:12][CH:11]=[CH:10][CH:9]=1.Cl(O)(=O)(=O)=O.C([C@@H]1N[C@H](C2OC(C)=CC=2)N(C)C1=O)C1C=CC=CC=1, predict the reaction product. The product is: [CH3:6][C@H:5]1[C@@H:10]2[CH2:11][C@H:12]([CH:8]=[CH:9]2)[C@@H:4]1[C:3](=[O:7])[CH2:2][CH3:1].